Dataset: Forward reaction prediction with 1.9M reactions from USPTO patents (1976-2016). Task: Predict the product of the given reaction. Given the reactants C(OC([NH:8][CH2:9][CH:10]([C:15]1[CH:20]=[CH:19][C:18]([Cl:21])=[CH:17][CH:16]=1)[C:11]([O:13][CH3:14])=[O:12])=O)(C)(C)C.Cl, predict the reaction product. The product is: [ClH:21].[NH2:8][CH2:9][CH:10]([C:15]1[CH:16]=[CH:17][C:18]([Cl:21])=[CH:19][CH:20]=1)[C:11]([O:13][CH3:14])=[O:12].